This data is from Catalyst prediction with 721,799 reactions and 888 catalyst types from USPTO. The task is: Predict which catalyst facilitates the given reaction. Reactant: C1(P(C2C=CC=CC=2)C2C=CC=CC=2)C=CC=CC=1.O1CCCC1.Br[C:26]1[N:34]2[C:29]([CH:30]=[N:31][C:32]([NH:35][C:36]3[CH:41]=[CH:40][C:39]([N:42]4[CH2:47][CH2:46][N:45]([CH3:48])[CH2:44][CH2:43]4)=[CH:38][CH:37]=3)=[N:33]2)=[CH:28][CH:27]=1.[CH3:49][NH:50][S:51]([C:54]1[CH:59]=[CH:58][CH:57]=[C:56](B(O)O)[CH:55]=1)(=[O:53])=[O:52].C(=O)([O-])[O-].[Na+].[Na+].O.C(O)C.[Cl-].[Na+]. Product: [CH3:49][NH:50][S:51]([C:54]1[CH:55]=[CH:56][CH:57]=[C:58]([C:26]2[N:34]3[C:29]([CH:30]=[N:31][C:32]([NH:35][C:36]4[CH:37]=[CH:38][C:39]([N:42]5[CH2:43][CH2:44][N:45]([CH3:48])[CH2:46][CH2:47]5)=[CH:40][CH:41]=4)=[N:33]3)=[CH:28][CH:27]=2)[CH:59]=1)(=[O:52])=[O:53]. The catalyst class is: 167.